Dataset: Reaction yield outcomes from USPTO patents with 853,638 reactions. Task: Predict the reaction yield, written as a fraction of the theoretical maximum amount of product (1.0 means a 100% yield; for example, 0.34 means a 34% yield). (1) The reactants are [CH3:1][C@@H:2]1[O:6][C:5](=[O:7])[C@H:4]([CH2:8][CH2:9][C:10]2[CH:15]=[CH:14][CH:13]=[CH:12][CH:11]=2)[C@H:3]1[O:16][Si:17]([CH:24]([CH3:26])[CH3:25])([CH:21]([CH3:23])[CH3:22])[CH:18]([CH3:20])[CH3:19].CC(C[AlH]CC(C)C)C. The catalyst is C(Cl)Cl. The product is [CH2:8]([C@H:4]([C@@H:3]([O:16][Si:17]([CH:21]([CH3:23])[CH3:22])([CH:24]([CH3:26])[CH3:25])[CH:18]([CH3:19])[CH3:20])[C@@H:2]([OH:6])[CH3:1])[CH2:5][OH:7])[CH2:9][C:10]1[CH:15]=[CH:14][CH:13]=[CH:12][CH:11]=1. The yield is 0.690. (2) The reactants are [CH2:1]([O:8][C:9]1[C:18]2[C:13](=[CH:14][CH:15]=[C:16]([O:19][CH3:20])[CH:17]=2)[CH:12]=[CH:11][CH:10]=1)[C:2]1[CH:7]=[CH:6][CH:5]=[CH:4][CH:3]=1.[Br:21]CCBr.[S]. No catalyst specified. The product is [CH2:1]([O:8][C:9]1[C:18]2[C:13](=[CH:14][C:15]([Br:21])=[C:16]([O:19][CH3:20])[CH:17]=2)[CH:12]=[CH:11][CH:10]=1)[C:2]1[CH:3]=[CH:4][CH:5]=[CH:6][CH:7]=1. The yield is 0.570. (3) The reactants are [C:1]1([CH3:13])[CH:6]=[CH:5][CH:4]=[C:3]([CH:7]2[S:12][CH2:11][CH2:10][CH2:9][S:8]2)[CH:2]=1.[Li]CCCC.[F:19][CH:20]([F:31])[O:21][C:22]1[CH:29]=[CH:28][C:25]([CH:26]=[O:27])=[CH:24][C:23]=1[CH3:30]. The catalyst is C1COCC1. The product is [F:19][CH:20]([F:31])[O:21][C:22]1[CH:29]=[CH:28][C:25]([CH:26]([C:7]2([C:3]3[CH:2]=[C:1]([CH3:13])[CH:6]=[CH:5][CH:4]=3)[S:8][CH2:9][CH2:10][CH2:11][S:12]2)[OH:27])=[CH:24][C:23]=1[CH3:30]. The yield is 0.720. (4) The reactants are C[O:2][C:3](=O)[C:4]1[CH:9]=[C:8]([C:10]#[N:11])[CH:7]=[CH:6][C:5]=1CN1C(C2C(C)=CC=CN=2)CCCC1C1C(C)=CC=CN=1.[Li+].[BH4-]. The catalyst is CO. The product is [OH:2][CH2:3][C:4]1[CH:9]=[C:8]([CH:7]=[CH:6][CH:5]=1)[C:10]#[N:11]. The yield is 0.860. (5) The reactants are [F:1][C:2]([F:31])([F:30])[CH2:3][O:4][C:5]1[CH:6]=[CH:7][C:8]([N:11]2[CH2:16][CH2:15][N:14]([S:17](/[CH:20]=[CH:21]/[CH2:22][CH2:23][C:24]3[N:29]=[CH:28][CH:27]=[CH:26][N:25]=3)(=[O:19])=[O:18])[CH2:13][CH2:12]2)=[N:9][CH:10]=1.[NH2:32][OH:33].O. The catalyst is C1COCC1. The product is [OH:33][NH:32][CH:21]([CH2:20][S:17]([N:14]1[CH2:13][CH2:12][N:11]([C:8]2[CH:7]=[CH:6][C:5]([O:4][CH2:3][C:2]([F:30])([F:1])[F:31])=[CH:10][N:9]=2)[CH2:16][CH2:15]1)(=[O:19])=[O:18])[CH2:22][CH2:23][C:24]1[N:29]=[CH:28][CH:27]=[CH:26][N:25]=1. The yield is 0.960. (6) The reactants are [OH:1][C:2]1[CH:34]=[CH:33][C:5]([O:6][C:7]2[N:12]=[C:11]([CH3:13])[C:10]([CH2:14][N:15]3[CH2:20][CH2:19][CH:18]([N:21]4[C@H:25]([C:26]5[CH:31]=[CH:30][CH:29]=[CH:28][CH:27]=5)[CH2:24][NH:23][C:22]4=[O:32])[CH2:17][CH2:16]3)=[CH:9][CH:8]=2)=[CH:4][CH:3]=1.[H-].[Na+].BrC[CH2:39][CH2:40][O:41][CH2:42]CCBr. The catalyst is C1COCC1. The product is [CH3:42][O:41][CH2:40][CH2:39][O:1][C:2]1[CH:3]=[CH:4][C:5]([O:6][C:7]2[N:12]=[C:11]([CH3:13])[C:10]([CH2:14][N:15]3[CH2:16][CH2:17][CH:18]([N:21]4[C@H:25]([C:26]5[CH:27]=[CH:28][CH:29]=[CH:30][CH:31]=5)[CH2:24][NH:23][C:22]4=[O:32])[CH2:19][CH2:20]3)=[CH:9][CH:8]=2)=[CH:33][CH:34]=1. The yield is 0.390. (7) The reactants are [F:1][C:2]1[CH:3]=[C:4]([CH:20]=[CH:21][CH:22]=1)[CH2:5][O:6][C:7]1[CH:19]=[CH:18][C:10]([CH2:11][NH:12][C@@H:13]([CH3:17])[C:14]([NH2:16])=[O:15])=[CH:9][CH:8]=1.[CH3:23][S:24]([OH:27])(=[O:26])=[O:25]. The catalyst is C(OCC)(=O)C. The product is [CH3:23][S:24]([OH:27])(=[O:26])=[O:25].[F:1][C:2]1[CH:3]=[C:4]([CH:20]=[CH:21][CH:22]=1)[CH2:5][O:6][C:7]1[CH:8]=[CH:9][C:10]([CH2:11][NH:12][C@@H:13]([CH3:17])[C:14]([NH2:16])=[O:15])=[CH:18][CH:19]=1. The yield is 0.961. (8) The yield is 0.870. The product is [C:32]([C:31]#[C:30][C:27]1[CH:28]=[CH:29][C:24]([N:21]2[CH:19]=[C:18]([CH2:17][NH:16][S:13]([C:8]3[C:9]4[C:4](=[C:3]([N:2]([CH3:20])[CH3:1])[CH:12]=[CH:11][CH:10]=4)[CH:5]=[CH:6][CH:7]=3)(=[O:15])=[O:14])[N:23]=[N:22]2)=[CH:25][CH:26]=1)#[N:33]. The catalyst is CC(O)(C)C.O.O.O.O.O.O.S([O-])([O-])(=O)=O.[Cu+2]. The reactants are [CH3:1][N:2]([CH3:20])[C:3]1[CH:12]=[CH:11][CH:10]=[C:9]2[C:4]=1[CH:5]=[CH:6][CH:7]=[C:8]2[S:13]([NH:16][CH2:17][C:18]#[CH:19])(=[O:15])=[O:14].[N:21]([C:24]1[CH:29]=[CH:28][C:27]([C:30]#[C:31][C:32]#[N:33])=[CH:26][CH:25]=1)=[N+:22]=[N-:23].O=C1O[C@H]([C@H](CO)O)C([O-])=C1O.[Na+]. (9) The reactants are [CH2:1]([O:3][CH2:4][CH2:5][NH2:6])[CH3:2].C(N(C(C)C)CC)(C)C.[CH:16]1[C:21]([S:22](Cl)(=[O:24])=[O:23])=[CH:20][CH:19]=[C:18]([I:26])[CH:17]=1. The catalyst is C(Cl)Cl. The product is [CH2:1]([O:3][CH2:4][CH2:5][NH:6][S:22]([C:21]1[CH:16]=[CH:17][C:18]([I:26])=[CH:19][CH:20]=1)(=[O:24])=[O:23])[CH3:2]. The yield is 0.980. (10) The reactants are [N:1]1([C:10]2[CH:15]=[CH:14][C:13]([C:16]3[CH:21]=[CH:20][C:19]([CH:22]=O)=[CH:18][CH:17]=3)=[CH:12][CH:11]=2)[C:9]2[C:4](=[CH:5][CH:6]=[CH:7][CH:8]=2)[CH:3]=[CH:2]1.[NH2:24][C@H:25]([C:28]([OH:30])=[O:29])[CH2:26][SH:27]. The catalyst is C(O)C.O1CCOCC1. The product is [N:1]1([C:10]2[CH:15]=[CH:14][C:13]([C:16]3[CH:21]=[CH:20][C:19]([CH:22]4[NH:24][CH:25]([C:28]([OH:30])=[O:29])[CH2:26][S:27]4)=[CH:18][CH:17]=3)=[CH:12][CH:11]=2)[C:9]2[C:4](=[CH:5][CH:6]=[CH:7][CH:8]=2)[CH:3]=[CH:2]1. The yield is 0.450.